Dataset: Reaction yield outcomes from USPTO patents with 853,638 reactions. Task: Predict the reaction yield, written as a fraction of the theoretical maximum amount of product (1.0 means a 100% yield; for example, 0.34 means a 34% yield). (1) The reactants are [Br:1][C:2]1[CH:3]=[C:4]2[CH2:17][CH2:16][C:7]3=[CH:8][C:9]([Br:15])=[CH:10][C:11]4[NH:12][C:13]([CH:14]=1)=[C:5]2[C:6]=43.Br[CH2:19][CH2:20][CH2:21][CH2:22][CH2:23][CH2:24][CH2:25][CH3:26].[OH-].[Na+]. The catalyst is [Br-].C([N+](CCCC)(CCCC)CCCC)CCC.CC(C)=O. The product is [CH2:19]([N:12]1[C:13]2[CH:14]=[C:2]([Br:1])[CH:3]=[C:4]3[CH2:17][CH2:16][C:7]4[C:6]([C:5]=23)=[C:11]1[CH:10]=[C:9]([Br:15])[CH:8]=4)[CH2:20][CH2:21][CH2:22][CH2:23][CH2:24][CH2:25][CH3:26]. The yield is 0.712. (2) The product is [Cl:1][C:2]1[CH:7]=[CH:6][C:5]([OH:8])=[C:4]([CH:9]([CH3:11])[CH3:10])[CH:3]=1. The yield is 0.800. The catalyst is C(Cl)Cl. The reactants are [Cl:1][C:2]1[CH:7]=[CH:6][C:5]([OH:8])=[C:4]([CH:9]([CH2:11]O)[CH3:10])[CH:3]=1.C([SiH](CC)CC)C.B(F)(F)F.CCOCC.